This data is from Peptide-MHC class II binding affinity with 134,281 pairs from IEDB. The task is: Regression. Given a peptide amino acid sequence and an MHC pseudo amino acid sequence, predict their binding affinity value. This is MHC class II binding data. (1) The peptide sequence is YDKFLANVSTLLTGK. The MHC is DRB1_1001 with pseudo-sequence DRB1_1001. The binding affinity (normalized) is 0.672. (2) The peptide sequence is TVRLKECYVQRFFLR. The MHC is DRB1_0101 with pseudo-sequence DRB1_0101. The binding affinity (normalized) is 0.550. (3) The peptide sequence is TKCYKLEHPVTGC. The MHC is DRB4_0101 with pseudo-sequence DRB4_0103. The binding affinity (normalized) is 0. (4) The peptide sequence is LSPLSNMVSMANNHM. The MHC is DRB1_1501 with pseudo-sequence DRB1_1501. The binding affinity (normalized) is 0.614.